Dataset: Catalyst prediction with 721,799 reactions and 888 catalyst types from USPTO. Task: Predict which catalyst facilitates the given reaction. (1) Reactant: [Br:1][C:2]1[NH:3][C:4]([CH:7]=[O:8])=[CH:5][CH:6]=1.Cl[CH2:10][C:11]1[C:20]2[C:15](=[CH:16][CH:17]=[CH:18][CH:19]=2)[CH:14]=[CH:13][CH:12]=1.C(=O)([O-])[O-].[K+].[K+].C(OCC)(=O)C. Product: [Br:1][C:2]1[N:3]([CH2:10][C:11]2[C:20]3[C:15](=[CH:16][CH:17]=[CH:18][CH:19]=3)[CH:14]=[CH:13][CH:12]=2)[C:4]([CH:7]=[O:8])=[CH:5][CH:6]=1. The catalyst class is: 3. (2) The catalyst class is: 5. Product: [C:1]([N:5]1[C:9]([C:10]2[CH:11]=[CH:12][CH:13]=[CH:14][CH:15]=2)=[CH:8][C:7]([C:16]([NH:18][C:19]2[CH:24]=[CH:23][C:22]([CH2:25][N:28]3[CH2:31][CH:30]([C:32]([OH:34])=[O:33])[CH2:29]3)=[CH:21][C:20]=2[Cl:27])=[O:17])=[N:6]1)([CH3:4])([CH3:2])[CH3:3]. Reactant: [C:1]([N:5]1[C:9]([C:10]2[CH:15]=[CH:14][CH:13]=[CH:12][CH:11]=2)=[CH:8][C:7]([C:16]([NH:18][C:19]2[CH:24]=[CH:23][C:22]([CH:25]=O)=[CH:21][C:20]=2[Cl:27])=[O:17])=[N:6]1)([CH3:4])([CH3:3])[CH3:2].[NH:28]1[CH2:31][CH:30]([C:32]([OH:34])=[O:33])[CH2:29]1.C(O)(=O)C.C([BH3-])#N.[Na+]. (3) Reactant: [C:1]([O:4][C@H:5]1[CH2:21][C@@H:20]2[C@@:8]([CH3:24])([CH:9]3[CH:17]([CH2:18][CH2:19]2)[CH:16]2[C@@:12]([CH3:23])([C:13](=O)[CH2:14][CH2:15]2)[CH2:11][CH2:10]3)[CH2:7][CH2:6]1)(=[O:3])[CH3:2].P(Cl)(Cl)([Cl:27])=O.CN(C)[CH:32]=[O:33]. Product: [C:1]([O:4][C@H:5]1[CH2:21][C@@H:20]2[C@@:8]([CH3:24])([CH:9]3[CH:17]([CH2:18][CH2:19]2)[CH:16]2[C@@:12]([CH3:23])([C:13]([Cl:27])=[C:14]([CH:32]=[O:33])[CH2:15]2)[CH2:11][CH2:10]3)[CH2:7][CH2:6]1)(=[O:3])[CH3:2]. The catalyst class is: 22. (4) Reactant: [Cl:1][C:2]1[N:3]=[C:4]([NH:11][CH2:12][CH:13]2[CH2:16][N:15](C(OC(C)(C)C)=O)[CH2:14]2)[C:5]2[S:10][CH:9]=[CH:8][C:6]=2[N:7]=1.Cl.O1CCOCC1. Product: [NH:15]1[CH2:16][CH:13]([CH2:12][NH:11][C:4]2[C:5]3[S:10][CH:9]=[CH:8][C:6]=3[N:7]=[C:2]([Cl:1])[N:3]=2)[CH2:14]1. The catalyst class is: 4. (5) Reactant: [CH2:1]([NH:8][C:9](=[O:22])[C@@:10]([NH2:21])(C(OC(C)(C)C)=O)[CH2:11][O:12][CH3:13])[C:2]1[CH:7]=[CH:6][CH:5]=[CH:4][CH:3]=1.C(O)(C(F)(F)F)=O. Product: [NH2:21][C@H:10]([CH2:11][O:12][CH3:13])[C:9]([NH:8][CH2:1][C:2]1[CH:7]=[CH:6][CH:5]=[CH:4][CH:3]=1)=[O:22]. The catalyst class is: 2. (6) Reactant: [NH2:1][CH2:2][CH2:3][C:4]1[CH:9]=[CH:8][CH:7]=[CH:6][N:5]=1.F[C:11]1[N:16]=[C:15]([NH:17][C:18]2[C:23]([C:24]([O:26][CH2:27][CH3:28])=[O:25])=[CH:22][N:21]=[C:20]([C:29]3[CH:34]=[CH:33][CH:32]=[CH:31][CH:30]=3)[N:19]=2)[CH:14]=[CH:13][N:12]=1.C(=O)([O-])[O-].[Cs+].[Cs+]. Product: [C:29]1([C:20]2[N:19]=[C:18]([NH:17][C:15]3[CH:14]=[CH:13][N:12]=[C:11]([NH:1][CH2:2][CH2:3][C:4]4[CH:9]=[CH:8][CH:7]=[CH:6][N:5]=4)[N:16]=3)[C:23]([C:24]([O:26][CH2:27][CH3:28])=[O:25])=[CH:22][N:21]=2)[CH:30]=[CH:31][CH:32]=[CH:33][CH:34]=1. The catalyst class is: 18.